Task: Predict which catalyst facilitates the given reaction.. Dataset: Catalyst prediction with 721,799 reactions and 888 catalyst types from USPTO (1) Reactant: C[O:2][C:3]([CH:5]1[CH2:14][C:13]2[C:8](=[CH:9][CH:10]=[CH:11][CH:12]=2)[N:7]([CH2:15][CH3:16])[CH2:6]1)=O.[H-].[H-].[H-].[H-].[Li+].[Al+3].CCOC(C)=O.CCCCCC. Product: [CH2:15]([N:7]1[C:8]2[C:13](=[CH:12][CH:11]=[CH:10][CH:9]=2)[CH2:14][CH:5]([CH2:3][OH:2])[CH2:6]1)[CH3:16]. The catalyst class is: 28. (2) Reactant: Cl[C:2]1[CH:7]=[CH:6][N:5]=[C:4]2[NH:8][CH:9]=[CH:10][C:3]=12.Cl.[CH3:12][NH:13][CH:14]1[CH2:19][CH2:18][CH2:17][CH2:16][CH2:15]1. Product: [CH:14]1([N:13]([CH3:12])[C:2]2[C:3]3[CH:10]=[CH:9][NH:8][C:4]=3[N:5]=[CH:6][CH:7]=2)[CH2:19][CH2:18][CH2:17][CH2:16][CH2:15]1. The catalyst class is: 22. (3) Reactant: [CH3:1][C:2]1[NH:7][C:6](=O)[N:5]=[C:4]([C:9]2[CH:14]=[CH:13][C:12]([CH3:15])=[CH:11][CH:10]=2)[C:3]=1[C:16]([O:18][CH2:19][CH3:20])=[O:17].C1CN([P+](Br)(N2CCCC2)N2CCCC2)CC1.F[P-](F)(F)(F)(F)F.C(N(CC)CC)C.[NH:52]1[CH2:57][CH2:56][CH2:55][CH2:54][CH2:53]1. Product: [CH3:1][C:2]1[C:3]([C:16]([O:18][CH2:19][CH3:20])=[O:17])=[C:4]([C:9]2[CH:14]=[CH:13][C:12]([CH3:15])=[CH:11][CH:10]=2)[N:5]=[C:6]([N:52]2[CH2:57][CH2:56][CH2:55][CH2:54][CH2:53]2)[N:7]=1. The catalyst class is: 155. (4) Reactant: [Cl:1][C:2]1[C:3]([N+:9]([O-:11])=[O:10])=[C:4]([CH:6]=[CH:7][CH:8]=1)[NH2:5].C(N(CC)CC)C.[CH3:19][O:20][CH2:21][C:22](Cl)=[O:23].Cl. Product: [Cl:1][C:2]1[C:3]([N+:9]([O-:11])=[O:10])=[C:4]([NH:5][C:22](=[O:23])[CH2:21][O:20][CH3:19])[CH:6]=[CH:7][CH:8]=1. The catalyst class is: 4. (5) Reactant: C1(P(C2C=CC=CC=2)C2C=CC=CC=2)C=CC=CC=1.[OH:20][CH:21]1[CH2:27][CH2:26][CH2:25][CH2:24][N:23](C(OC(C)(C)C)=O)[CH2:22]1.N(C(OC(C)C)=O)=NC(OC(C)C)=O.[CH3:49][C:50]1[C:58](O)=[CH:57][CH:56]=[C:55]2[C:51]=1[CH:52]=[N:53][NH:54]2.Cl.O1CCOCC1. Product: [NH:23]1[CH2:24][CH2:25][CH2:26][CH2:27][CH:21]([O:20][C:58]2[C:50]([CH3:49])=[C:51]3[C:55](=[CH:56][CH:57]=2)[NH:54][N:53]=[CH:52]3)[CH2:22]1. The catalyst class is: 83.